This data is from Forward reaction prediction with 1.9M reactions from USPTO patents (1976-2016). The task is: Predict the product of the given reaction. (1) Given the reactants [CH2:1]([O:3][C:4](=[O:25])[C:5]1[CH:10]=[CH:9][CH:8]=[C:7]([N:11]2[C:15]([CH3:16])=[CH:14][CH:13]=[C:12]2[C:17]2[CH:22]=[C:21]([Br:23])[CH:20]=[CH:19][C:18]=2[OH:24])[CH:6]=1)[CH3:2].C([O-])([O-])=O.[K+].[K+].[Cl:32][C:33]1[CH:34]=[C:35]([CH:38]=[CH:39][C:40]=1[Cl:41])[CH2:36]Br, predict the reaction product. The product is: [CH2:1]([O:3][C:4](=[O:25])[C:5]1[CH:10]=[CH:9][CH:8]=[C:7]([N:11]2[C:15]([CH3:16])=[CH:14][CH:13]=[C:12]2[C:17]2[CH:22]=[C:21]([Br:23])[CH:20]=[CH:19][C:18]=2[O:24][CH2:36][C:35]2[CH:38]=[CH:39][C:40]([Cl:41])=[C:33]([Cl:32])[CH:34]=2)[CH:6]=1)[CH3:2]. (2) The product is: [Cl:19][C:6]1[C:5]2[C:10](=[CH:11][CH:12]=[C:3]([CH2:1][CH3:2])[CH:4]=2)[N:9]=[CH:8][C:7]=1[N+:13]([O-:15])=[O:14]. Given the reactants [CH2:1]([C:3]1[CH:4]=[C:5]2[C:10](=[CH:11][CH:12]=1)[N:9]=[CH:8][C:7]([N+:13]([O-:15])=[O:14])=[C:6]2O)[CH3:2].O=P(Cl)(Cl)[Cl:19], predict the reaction product. (3) Given the reactants C(OC(=O)[CH2:5][O:6][C@H:7]1[CH2:12][CH2:11][C@H:10]([N:13]2[C:18](=[O:19])[C:17]([CH2:20][C:21]3[CH:26]=[CH:25][C:24]([C:27]4[CH:32]=[CH:31][CH:30]=[CH:29][C:28]=4[C:33]#[N:34])=[C:23]([F:35])[CH:22]=3)=[C:16]([CH2:36][CH2:37][CH3:38])[N:15]3[N:39]=[CH:40][CH:41]=[C:14]23)[CH2:9][CH2:8]1)C.[CH3:43][Mg]Br.C([O:49][CH2:50][CH3:51])(=O)C, predict the reaction product. The product is: [F:35][C:23]1[CH:22]=[C:21]([CH2:20][C:17]2[C:18](=[O:19])[N:13]([C@H:10]3[CH2:11][CH2:12][C@H:7]([O:6][CH2:5][C:50]([OH:49])([CH3:51])[CH3:43])[CH2:8][CH2:9]3)[C:14]3[N:15]([N:39]=[CH:40][CH:41]=3)[C:16]=2[CH2:36][CH2:37][CH3:38])[CH:26]=[CH:25][C:24]=1[C:27]1[C:28]([C:33]#[N:34])=[CH:29][CH:30]=[CH:31][CH:32]=1. (4) Given the reactants [Cl:1][C:2]1[N:7]=[N:6][C:5](Cl)=[C:4]2[CH:9]=[N:10][CH:11]=[CH:12][C:3]=12.CCN(C(C)C)C(C)C.[CH3:22][C@@H:23]1[CH2:28][NH:27][C@@H:26]([CH3:29])[CH2:25][NH:24]1.C(=O)(O)[O-].[Na+], predict the reaction product. The product is: [Cl:1][C:2]1[N:7]=[N:6][C:5]([N:24]2[CH2:25][C@@H:26]([CH3:29])[NH:27][CH2:28][C@@H:23]2[CH3:22])=[C:4]2[CH:9]=[N:10][CH:11]=[CH:12][C:3]=12.